Task: Predict the product of the given reaction.. Dataset: Forward reaction prediction with 1.9M reactions from USPTO patents (1976-2016) (1) Given the reactants FC(F)(F)C(O)=O.[Cl:8][C:9]1[CH:10]=[C:11]([C:29]2[CH:34]=[CH:33][C:32]([F:35])=[CH:31][CH:30]=2)[CH:12]=[C:13]([Cl:28])[C:14]=1[CH2:15][C@@H:16]1[CH2:20][CH2:19][N:18]([CH:21]2[CH2:26][CH2:25][NH:24][CH2:23][CH2:22]2)[C:17]1=[O:27].[CH3:36][S:37](Cl)(=[O:39])=[O:38].C(N(CC)CC)C, predict the reaction product. The product is: [Cl:8][C:9]1[CH:10]=[C:11]([C:29]2[CH:30]=[CH:31][C:32]([F:35])=[CH:33][CH:34]=2)[CH:12]=[C:13]([Cl:28])[C:14]=1[CH2:15][C@@H:16]1[CH2:20][CH2:19][N:18]([CH:21]2[CH2:26][CH2:25][N:24]([S:37]([CH3:36])(=[O:39])=[O:38])[CH2:23][CH2:22]2)[C:17]1=[O:27]. (2) Given the reactants [Br:1][C:2]1[CH:3]=[C:4]2[C:8](=[CH:9][CH:10]=1)[NH:7][C:6](=[O:11])[C:5]2=O.[NH:13]1[C:17]([C:18]2[CH:29]=[CH:28][C:21]([O:22][CH2:23][C:24]([NH:26][NH2:27])=[O:25])=[CH:20][CH:19]=2)=[N:16][N:15]=[N:14]1, predict the reaction product. The product is: [Br:1][C:2]1[CH:3]=[C:4]2[C:8](=[CH:9][CH:10]=1)[NH:7][C:6](=[O:11])[C:5]2=[N:27][NH:26][C:24](=[O:25])[CH2:23][O:22][C:21]1[CH:28]=[CH:29][C:18]([C:17]2[NH:16][N:15]=[N:14][N:13]=2)=[CH:19][CH:20]=1. (3) Given the reactants [C:1]1([C:7]([N:9]2[CH2:14][CH2:13][CH:12]([CH2:15][N:16]3[C:20]4[CH:21]=[CH:22][C:23]([C:25]5[CH:26]=[N:27][N:28](C6CCCCO6)[CH:29]=5)=[CH:24][C:19]=4[N:18]=[CH:17]3)[CH2:11][CH2:10]2)=[O:8])[CH:6]=[CH:5][CH:4]=[CH:3][CH:2]=1.C(=O)(O)[O-].[Na+], predict the reaction product. The product is: [NH:27]1[CH:26]=[C:25]([C:23]2[CH:22]=[CH:21][C:20]3[N:16]([CH2:15][CH:12]4[CH2:13][CH2:14][N:9]([C:7]([C:1]5[CH:6]=[CH:5][CH:4]=[CH:3][CH:2]=5)=[O:8])[CH2:10][CH2:11]4)[CH:17]=[N:18][C:19]=3[CH:24]=2)[CH:29]=[N:28]1. (4) Given the reactants C[O:2][C:3]([C:5]1[CH:10]=[CH:9][C:8]([C:11]2[CH:16]=[CH:15][C:14]([F:17])=[CH:13][C:12]=2[F:18])=[CH:7][CH:6]=1)=[O:4].[OH-].[Na+].Cl, predict the reaction product. The product is: [F:18][C:12]1[CH:13]=[C:14]([F:17])[CH:15]=[CH:16][C:11]=1[C:8]1[CH:9]=[CH:10][C:5]([C:3]([OH:4])=[O:2])=[CH:6][CH:7]=1. (5) Given the reactants CC([N:5]([CH2:9][CH:10]1[CH2:15][N:14]([CH2:16][CH2:17][C:18]2[C:27]3[C:22](=[CH:23][CH:24]=[C:25]([O:28][CH3:29])[N:26]=3)[N:21]=[CH:20][C:19]=2[F:30])[CH2:13][CH2:12][N:11]1[C:31](=[O:34])[CH2:32]Cl)[C:6](=[O:8])[O-:7])(C)C.[H-].[Na+], predict the reaction product. The product is: [F:30][C:19]1[CH:20]=[N:21][C:22]2[C:27]([C:18]=1[CH2:17][CH2:16][N:14]1[CH2:13][CH2:12][N:11]3[C:31](=[O:34])[CH2:32][N:5]([C:6]([O:7][C:18]([CH3:27])([CH3:19])[CH3:17])=[O:8])[CH2:9][CH:10]3[CH2:15]1)=[N:26][C:25]([O:28][CH3:29])=[CH:24][CH:23]=2.